Predict the reaction yield, written as a fraction of the theoretical maximum amount of product (1.0 means a 100% yield; for example, 0.34 means a 34% yield). From a dataset of Reaction yield outcomes from USPTO patents with 853,638 reactions. (1) The reactants are [F:1][C:2]1[CH:3]=[C:4]([CH:28]=[C:29]([F:31])[CH:30]=1)[O:5][C:6]1[CH:11]=[CH:10][C:9]([C:12]2[C:20]3[C:15](=[N:16][CH:17]=[N:18][C:19]=3[NH2:21])[N:14]([CH2:22][C@H:23]3[CH2:27][CH2:26][CH2:25][NH:24]3)[N:13]=2)=[CH:8][CH:7]=1.[C:32]([CH2:34][C:35](O)=[O:36])#[N:33].CN(C(ON1N=NC2C=CC=NC1=2)=[N+](C)C)C.F[P-](F)(F)(F)(F)F.C(N(CC)CC)C. The catalyst is CN(C)C=O. The product is [NH2:21][C:19]1[N:18]=[CH:17][N:16]=[C:15]2[N:14]([CH2:22][C@H:23]3[CH2:27][CH2:26][CH2:25][N:24]3[C:35](=[O:36])[CH2:34][C:32]#[N:33])[N:13]=[C:12]([C:9]3[CH:8]=[CH:7][C:6]([O:5][C:4]4[CH:28]=[C:29]([F:31])[CH:30]=[C:2]([F:1])[CH:3]=4)=[CH:11][CH:10]=3)[C:20]=12. The yield is 0.470. (2) The reactants are [Cl:1][C:2]1[CH:11]=[CH:10][C:5]2[N:6]=[C:7]([NH2:9])[S:8][C:4]=2[CH:3]=1.[C:12](N1C=CN=C1)([N:14]1[CH:18]=[CH:17][N:16]=[CH:15]1)=[S:13]. The catalyst is C(#N)C. The product is [Cl:1][C:2]1[CH:11]=[CH:10][C:5]2[N:6]=[C:7]([NH:9][C:12]([N:14]3[CH:18]=[CH:17][N:16]=[CH:15]3)=[S:13])[S:8][C:4]=2[CH:3]=1. The yield is 0.640.